This data is from NCI-60 drug combinations with 297,098 pairs across 59 cell lines. The task is: Regression. Given two drug SMILES strings and cell line genomic features, predict the synergy score measuring deviation from expected non-interaction effect. (1) Synergy scores: CSS=47.2, Synergy_ZIP=0.625, Synergy_Bliss=-1.66, Synergy_Loewe=-7.56, Synergy_HSA=-2.82. Drug 1: C1CCC(C(C1)N)N.C(=O)(C(=O)[O-])[O-].[Pt+4]. Drug 2: C1C(C(OC1N2C=NC3=C2NC=NCC3O)CO)O. Cell line: HT29. (2) Drug 1: C1=CC=C(C(=C1)C(C2=CC=C(C=C2)Cl)C(Cl)Cl)Cl. Drug 2: C1=NC2=C(N=C(N=C2N1C3C(C(C(O3)CO)O)F)Cl)N. Cell line: SNB-75. Synergy scores: CSS=1.47, Synergy_ZIP=-0.129, Synergy_Bliss=0.401, Synergy_Loewe=-1.48, Synergy_HSA=-0.850. (3) Drug 1: CN(CC1=CN=C2C(=N1)C(=NC(=N2)N)N)C3=CC=C(C=C3)C(=O)NC(CCC(=O)O)C(=O)O. Drug 2: B(C(CC(C)C)NC(=O)C(CC1=CC=CC=C1)NC(=O)C2=NC=CN=C2)(O)O. Cell line: CAKI-1. Synergy scores: CSS=10.5, Synergy_ZIP=-0.614, Synergy_Bliss=-1.65, Synergy_Loewe=-5.23, Synergy_HSA=-3.16.